Predict the reactants needed to synthesize the given product. From a dataset of Full USPTO retrosynthesis dataset with 1.9M reactions from patents (1976-2016). Given the product [F:16][C:10]1[CH:11]=[C:12]([I:15])[CH:13]=[CH:14][C:9]=1[NH:8][C:7]1[C:2]([NH:1][S:24]([CH:21]2[CH2:23][CH2:22]2)(=[O:26])=[O:25])=[C:3]2[S:20][CH2:19][CH2:18][N:4]2[C:5](=[O:17])[CH:6]=1, predict the reactants needed to synthesize it. The reactants are: [NH2:1][C:2]1[C:7]([NH:8][C:9]2[CH:14]=[CH:13][C:12]([I:15])=[CH:11][C:10]=2[F:16])=[CH:6][C:5](=[O:17])[N:4]2[CH2:18][CH2:19][S:20][C:3]=12.[CH:21]1([S:24](Cl)(=[O:26])=[O:25])[CH2:23][CH2:22]1.